Dataset: Full USPTO retrosynthesis dataset with 1.9M reactions from patents (1976-2016). Task: Predict the reactants needed to synthesize the given product. (1) Given the product [OH:18][CH2:17][CH2:19][NH:20][C:6](=[O:8])/[CH:5]=[CH:4]/[C:3]1[CH:9]=[CH:10][CH:11]=[CH:12][C:2]=1[I:1], predict the reactants needed to synthesize it. The reactants are: [I:1][C:2]1[CH:12]=[CH:11][CH:10]=[CH:9][C:3]=1[CH:4]=[CH:5][C:6]([OH:8])=O.O=S(Cl)Cl.[CH2:17]([CH2:19][NH2:20])[OH:18].CCN(CC)CC. (2) Given the product [NH2:1][C:2](=[O:100])[CH2:3][NH:4][C:5](=[O:99])[C@@H:6]([NH:13][C:14](=[O:98])[C@@H:15]([N:17]([CH3:97])[C:18]([C@H:20]([CH2:86][C:87]([OH:89])=[O:88])[NH:21][C:22](=[O:85])[C@H:23]([CH2:78][C:79]1[CH:84]=[CH:83][CH:82]=[CH:81][CH:80]=1)[NH:24][C:25](=[O:77])[C@H:26]([CH:74]([CH3:76])[CH3:75])[NH:27][C:28](=[O:73])[C@H:29]([CH3:72])[NH:30][C:31](=[O:71])[C@H:32]([CH2:67][CH:68]([CH3:69])[CH3:70])[NH:33][C:34](=[O:66])[CH2:35][NH:36][C:37](=[O:65])[C@H:38]([CH2:58][C:59]1[CH:64]=[CH:63][CH:62]=[CH:61][CH:60]=1)[N:39]([CH3:57])[C:40](=[O:56])[C@H:41]([CH3:55])[NH:42][C:43](=[O:54])[C@H:44]([CH3:53])[NH:45][C:46](=[O:52])[O:47][C:48]([CH3:49])([CH3:50])[CH3:51])=[O:19])[CH3:16])[CH2:7][O:8][C:9]([CH3:12])([CH3:10])[CH3:11], predict the reactants needed to synthesize it. The reactants are: [NH2:1][C:2](=[O:100])[CH2:3][NH:4][C:5](=[O:99])[C@@H:6]([NH:13][C:14](=[O:98])[C@@H:15]([N:17]([CH3:97])[C:18]([C@H:20]([CH2:86][C:87]([O:89]CC1C=CC=CC=1)=[O:88])[NH:21][C:22](=[O:85])[C@H:23]([CH2:78][C:79]1[CH:84]=[CH:83][CH:82]=[CH:81][CH:80]=1)[NH:24][C:25](=[O:77])[C@H:26]([CH:74]([CH3:76])[CH3:75])[NH:27][C:28](=[O:73])[C@H:29]([CH3:72])[NH:30][C:31](=[O:71])[C@H:32]([CH2:67][CH:68]([CH3:70])[CH3:69])[NH:33][C:34](=[O:66])[CH2:35][NH:36][C:37](=[O:65])[C@H:38]([CH2:58][C:59]1[CH:64]=[CH:63][CH:62]=[CH:61][CH:60]=1)[N:39]([CH3:57])[C:40](=[O:56])[C@H:41]([CH3:55])[NH:42][C:43](=[O:54])[C@H:44]([CH3:53])[NH:45][C:46](=[O:52])[O:47][C:48]([CH3:51])([CH3:50])[CH3:49])=[O:19])[CH3:16])[CH2:7][O:8][C:9]([CH3:12])([CH3:11])[CH3:10].C(OCC)(=O)C.[H][H]. (3) Given the product [CH:40]1([C:38]([NH:37][C:35]2[N:36]=[C:31]3[CH:30]=[CH:29][C:28]([O:27][C:26]4[CH:43]=[CH:44][C:45]([F:46])=[C:24]([NH:23][C:8]([C:7]5[S:6][C:5]([CH3:11])=[N:4][C:3]=5[O:2][CH3:1])=[O:10])[CH:25]=4)=[N:33][N:32]3[CH:34]=2)=[O:39])[CH2:41][CH2:42]1, predict the reactants needed to synthesize it. The reactants are: [CH3:1][O:2][C:3]1[N:4]=[C:5]([CH3:11])[S:6][C:7]=1[C:8]([OH:10])=O.O1CCCC1.C(Cl)(=O)C(Cl)=O.[NH2:23][C:24]1[CH:25]=[C:26]([CH:43]=[CH:44][C:45]=1[F:46])[O:27][C:28]1[CH:29]=[CH:30][C:31]2[N:32]([CH:34]=[C:35]([NH:37][C:38]([CH:40]3[CH2:42][CH2:41]3)=[O:39])[N:36]=2)[N:33]=1.